Dataset: Catalyst prediction with 721,799 reactions and 888 catalyst types from USPTO. Task: Predict which catalyst facilitates the given reaction. (1) Reactant: [NH2:1][C:2]1[CH:13]=[CH:12][C:5]2[CH2:6][CH2:7][CH2:8][CH2:9][C:10](=[O:11])[C:4]=2[CH:3]=1.C([O-])([O-])=O.[K+].[K+].Cl[C:21]([O:23][CH2:24][C:25]1[CH:30]=[CH:29][CH:28]=[CH:27][CH:26]=1)=[O:22]. The catalyst class is: 100. Product: [O:11]=[C:10]1[C:4]2[CH:3]=[C:2]([NH:1][C:21](=[O:22])[O:23][CH2:24][C:25]3[CH:30]=[CH:29][CH:28]=[CH:27][CH:26]=3)[CH:13]=[CH:12][C:5]=2[CH2:6][CH2:7][CH2:8][CH2:9]1. (2) Product: [Cl:9][C:6]1[CH:5]=[CH:4][N:3]=[C:2]([NH:11][NH2:12])[C:7]=1[I:8]. The catalyst class is: 258. Reactant: Cl[C:2]1[C:7]([I:8])=[C:6]([Cl:9])[CH:5]=[CH:4][N:3]=1.O.[NH2:11][NH2:12]. (3) Reactant: [CH3:1][C:2]1[CH:7]=[CH:6][N:5]=[C:4]([NH2:8])[CH:3]=1.[Li+].C[Si]([N-][Si](C)(C)C)(C)C.[CH3:19][C:20]1([CH3:36])[C:24]([CH3:26])([CH3:25])[O:23][B:22]([C:27]2[CH:35]=[CH:34][C:30]([C:31](Cl)=[O:32])=[CH:29][CH:28]=2)[O:21]1. Product: [CH3:1][C:2]1[CH:7]=[CH:6][N:5]=[C:4]([NH:8][C:31](=[O:32])[C:30]2[CH:29]=[CH:28][C:27]([B:22]3[O:23][C:24]([CH3:25])([CH3:26])[C:20]([CH3:36])([CH3:19])[O:21]3)=[CH:35][CH:34]=2)[CH:3]=1. The catalyst class is: 266. (4) Reactant: C([O-])=O.[NH4+].[F:5][C:6]([F:49])([F:48])[C:7]1[CH:8]=[C:9]([CH:41]=[C:42]([C:44]([F:47])([F:46])[F:45])[CH:43]=1)[CH2:10][N:11]([C:35]1[N:36]=[N:37][N:38]([CH3:40])[N:39]=1)[C@H:12]1[CH2:18][CH2:17][CH2:16][N:15](C(OCC2C=CC=CC=2)=O)[C:14]2[C:29]([CH3:34])=[CH:30][C:31]([CH3:33])=[CH:32][C:13]1=2.CO. Product: [F:48][C:6]([F:5])([F:49])[C:7]1[CH:8]=[C:9]([CH:41]=[C:42]([C:44]([F:47])([F:46])[F:45])[CH:43]=1)[CH2:10][N:11]([C:35]1[N:36]=[N:37][N:38]([CH3:40])[N:39]=1)[C@H:12]1[CH2:18][CH2:17][CH2:16][NH:15][C:14]2[C:29]([CH3:34])=[CH:30][C:31]([CH3:33])=[CH:32][C:13]1=2. The catalyst class is: 45. (5) Reactant: C=CC([O:6][C:7]1[CH:12]=[CH:11][CH:10]=[CH:9][C:8]=1[CH2:13][C:14]([O:16][CH3:17])=[O:15])CC. Product: [OH:6][C:7]1[C:12]([CH2:9]/[CH:8]=[CH:7]/[CH2:12][CH3:11])=[CH:11][CH:10]=[CH:9][C:8]=1[CH2:13][C:14]([O:16][CH3:17])=[O:15]. The catalyst class is: 435.